The task is: Binary Classification. Given a drug SMILES string, predict its activity (active/inactive) in a high-throughput screening assay against a specified biological target.. This data is from M1 muscarinic receptor antagonist screen with 61,756 compounds. The compound is O=c1[nH]c2c(cc1CN(C1CCCC1)Cc1n(nnn1)Cc1ccc(OC)cc1)ccc(c2)C. The result is 0 (inactive).